The task is: Predict the product of the given reaction.. This data is from Forward reaction prediction with 1.9M reactions from USPTO patents (1976-2016). (1) Given the reactants FC1C=CC=C2C=1CCC2=O.[F:12][C:13]1([N:28]2[C:32]3[CH:33]=[CH:34][CH:35]=[CH:36][C:31]=3[NH:30][C:29]2=[O:37])[CH2:18][CH2:17][N:16]([CH:19]2[C:27]3[C:22](=[CH:23][CH:24]=[CH:25][CH:26]=3)[CH2:21][CH2:20]2)[CH2:15][CH2:14]1.[ClH:38].Cl.C(OCC)(=O)C, predict the reaction product. The product is: [ClH:38].[F:12][C:13]1([N:28]2[C:32]3[CH:33]=[CH:34][CH:35]=[CH:36][C:31]=3[NH:30][C:29]2=[O:37])[CH2:18][CH2:17][N:16]([CH:19]2[C:27]3[C:22](=[CH:23][CH:24]=[CH:25][CH:26]=3)[CH2:21][CH2:20]2)[CH2:15][CH2:14]1. (2) Given the reactants [Cl:1][C:2]1[CH:9]=[CH:8][C:5]([C:6]#[N:7])=[C:4](F)[CH:3]=1.Br.[CH3:12][N:13]([CH2:15][C:16]1[C:17]([CH2:23][CH3:24])=[C:18]([OH:22])[CH:19]=[CH:20][CH:21]=1)[CH3:14].[C:25](=[O:28])([O-:27])[O-].[Cs+].[Cs+].[OH-:31].[Na+], predict the reaction product. The product is: [C:18]([OH:22])(=[O:31])/[CH:19]=[CH:20]/[C:25]([OH:27])=[O:28].[Cl:1][C:2]1[CH:9]=[CH:8][C:5]([C:6]#[N:7])=[C:4]([O:22][C:18]2[CH:19]=[CH:20][CH:21]=[C:16]([CH2:15][N:13]([CH3:14])[CH3:12])[C:17]=2[CH2:23][CH3:24])[CH:3]=1. (3) Given the reactants [CH3:1][C:2]1[C:6]2[C:7](=[O:20])[N:8]([CH2:12][CH2:13][N:14]3[CH2:19][CH2:18][CH2:17][CH2:16][CH2:15]3)[CH2:9][CH2:10][CH2:11][C:5]=2[NH:4][C:3]=1[CH:21]=O.[F:23][C:24]1[CH:25]=[C:26]2[C:30](=[CH:31][CH:32]=1)[NH:29][C:28](=[O:33])[CH2:27]2.N1CCCCC1, predict the reaction product. The product is: [F:23][C:24]1[CH:25]=[C:26]2[C:30](=[CH:31][CH:32]=1)[NH:29][C:28](=[O:33])[C:27]2=[CH:21][C:3]1[NH:4][C:5]2[CH2:11][CH2:10][CH2:9][N:8]([CH2:12][CH2:13][N:14]3[CH2:19][CH2:18][CH2:17][CH2:16][CH2:15]3)[C:7](=[O:20])[C:6]=2[C:2]=1[CH3:1]. (4) Given the reactants [F:1][C:2]1[CH:3]=[C:4]([CH:9]=[C:10]([CH3:12])[CH:11]=1)[C:5]([O:7][CH3:8])=[O:6].[Br:13]N1C(=O)CCC1=O.C(OOC(=O)C1C=CC=CC=1)(=O)C1C=CC=CC=1, predict the reaction product. The product is: [Br:13][CH2:12][C:10]1[CH:9]=[C:4]([CH:3]=[C:2]([F:1])[CH:11]=1)[C:5]([O:7][CH3:8])=[O:6]. (5) Given the reactants C1(P(C2C=CC=CC=2)C2C=CC=CC=2)C=CC=CC=1.BrN1C(=O)CCC1=O.[Cl:28][C:29]1[CH:30]=[C:31]([CH:39]([CH2:43][CH:44]2[CH2:48][CH2:47][CH2:46][CH2:45]2)[C:40]([OH:42])=O)[CH:32]=[CH:33][C:34]=1[S:35]([CH3:38])(=[O:37])=[O:36].[NH2:49][C:50]1[CH:55]=[CH:54][C:53]([Br:56])=[CH:52][N:51]=1.N1C=CC=CC=1, predict the reaction product. The product is: [Cl:28][C:29]1[CH:30]=[C:31]([CH:39]([CH2:43][CH:44]2[CH2:48][CH2:47][CH2:46][CH2:45]2)[C:40]([NH:49][C:50]2[CH:55]=[CH:54][C:53]([Br:56])=[CH:52][N:51]=2)=[O:42])[CH:32]=[CH:33][C:34]=1[S:35]([CH3:38])(=[O:36])=[O:37]. (6) Given the reactants [CH2:1]([O:3][C:4](=[O:45])[CH2:5][S:6][C:7]1[N:8]=[C:9]([C:26]2[CH:31]=[C:30]([O:32][CH2:33][CH2:34][N:35]3[CH2:39][CH2:38][C:37]([F:41])([F:40])[CH2:36]3)[C:29]([O:42][CH3:43])=[CH:28][C:27]=2[Cl:44])[C:10]2[C:15]([C:16]#[N:17])=[CH:14][N:13](COCC[Si](C)(C)C)[C:11]=2[N:12]=1)[CH3:2].[F-].C([N+](CCCC)(CCCC)CCCC)CCC.NCCN, predict the reaction product. The product is: [CH2:1]([O:3][C:4](=[O:45])[CH2:5][S:6][C:7]1[N:8]=[C:9]([C:26]2[CH:31]=[C:30]([O:32][CH2:33][CH2:34][N:35]3[CH2:39][CH2:38][C:37]([F:40])([F:41])[CH2:36]3)[C:29]([O:42][CH3:43])=[CH:28][C:27]=2[Cl:44])[C:10]2[C:15]([C:16]#[N:17])=[CH:14][NH:13][C:11]=2[N:12]=1)[CH3:2].